This data is from Forward reaction prediction with 1.9M reactions from USPTO patents (1976-2016). The task is: Predict the product of the given reaction. (1) Given the reactants [S:1]1[CH:5]=[CH:4][CH:3]=[C:2]1[CH:6]=[CH:7][C:8]([OH:10])=O.[CH3:11][O:12][C:13](=[O:20])[C@@H:14]([CH2:16][CH:17]([CH3:19])[CH3:18])[NH2:15], predict the reaction product. The product is: [CH3:11][O:12][C:13](=[O:20])[CH:14]([NH:15][C:8](=[O:10])[CH:7]=[CH:6][C:2]1[S:1][CH:5]=[CH:4][CH:3]=1)[CH2:16][CH:17]([CH3:19])[CH3:18]. (2) Given the reactants CO[C:3](=[O:22])[C:4]1[CH:9]=[CH:8][C:7]([O:10][CH2:11][C:12]2[C:13]([CH2:18][CH2:19][CH2:20][CH3:21])=[N:14][O:15][C:16]=2[CH3:17])=[N:6][CH:5]=1.[NH2:23][N:24]1[CH2:28][CH2:27][CH2:26][CH2:25]1, predict the reaction product. The product is: [CH2:18]([C:13]1[C:12]([CH2:11][O:10][C:7]2[CH:8]=[CH:9][C:4]([C:3]([NH:23][N:24]3[CH2:28][CH2:27][CH2:26][CH2:25]3)=[O:22])=[CH:5][N:6]=2)=[C:16]([CH3:17])[O:15][N:14]=1)[CH2:19][CH2:20][CH3:21].